This data is from Retrosynthesis with 50K atom-mapped reactions and 10 reaction types from USPTO. The task is: Predict the reactants needed to synthesize the given product. (1) Given the product c1ccc(OCCCN2CCC(c3ccccc3)CC2)cc1, predict the reactants needed to synthesize it. The reactants are: BrCCCOc1ccccc1.c1ccc(C2CCNCC2)cc1. (2) Given the product CC(C)(C)[Si](C)(C)OC(CCCCCCc1ccccc1)c1nc(-c2cccnc2)co1, predict the reactants needed to synthesize it. The reactants are: CC(C)(C)[Si](C)(C)OC(CCCCCCc1ccccc1)c1nc(Br)co1.CCCC[Sn](CCCC)(CCCC)c1cccnc1. (3) Given the product Cn1ccc2ncnc(Nc3ccc(Oc4ccc5c(c4)CNC5=O)c(Cl)c3)c21, predict the reactants needed to synthesize it. The reactants are: Cn1ccc2ncnc(Cl)c21.Nc1ccc(Oc2ccc3c(c2)CNC3=O)c(Cl)c1. (4) Given the product COC(=O)c1ccc(OCCc2nc(-c3ccccc3)oc2C)nc1, predict the reactants needed to synthesize it. The reactants are: COC(=O)c1ccc(O)nc1.Cc1oc(-c2ccccc2)nc1CCO. (5) Given the product COc1cc2c(Oc3cccc(NC(=O)Nc4cc(C(C)(C)C)on4)c3)ncnc2cc1OCCCN1CC[C@@H](O)C1, predict the reactants needed to synthesize it. The reactants are: COc1cc2c(Oc3cccc(NC(=O)Nc4cc(C(C)(C)C)on4)c3)ncnc2cc1OCCCCl.O[C@@H]1CCNC1. (6) Given the product Cc1ncc(CN2CCc3cc(-c4ccc(Cl)cc4)ccc3C2)c(N)n1, predict the reactants needed to synthesize it. The reactants are: Cc1ncc(CCl)c(N)n1.Clc1ccc(-c2ccc3c(c2)CCNC3)cc1.